From a dataset of Peptide-MHC class II binding affinity with 134,281 pairs from IEDB. Regression. Given a peptide amino acid sequence and an MHC pseudo amino acid sequence, predict their binding affinity value. This is MHC class II binding data. (1) The peptide sequence is SVGLGKVLIDILAGYGAGVA. The MHC is DRB1_1302 with pseudo-sequence DRB1_1302. The binding affinity (normalized) is 0.591. (2) The peptide sequence is QNLARTISEAGQAMA. The MHC is DRB1_0301 with pseudo-sequence DRB1_0301. The binding affinity (normalized) is 0.235. (3) The peptide sequence is IGLVTQTINDFYFVI. The MHC is HLA-DPA10103-DPB10301 with pseudo-sequence HLA-DPA10103-DPB10301. The binding affinity (normalized) is 0.235. (4) The peptide sequence is KRVPMALQHFGWEVM. The MHC is HLA-DQA10102-DQB10501 with pseudo-sequence HLA-DQA10102-DQB10501. The binding affinity (normalized) is 0.484. (5) The peptide sequence is IAAYTAALVSGTATA. The MHC is DRB1_0701 with pseudo-sequence DRB1_0701. The binding affinity (normalized) is 0.582. (6) The peptide sequence is LCMLNNSFYYMKGGV. The MHC is DRB1_0101 with pseudo-sequence DRB1_0101. The binding affinity (normalized) is 0.928. (7) The peptide sequence is DIKVQFQSGGNNSPA. The MHC is HLA-DQA10201-DQB10202 with pseudo-sequence HLA-DQA10201-DQB10202. The binding affinity (normalized) is 0.136.